The task is: Predict which catalyst facilitates the given reaction.. This data is from Catalyst prediction with 721,799 reactions and 888 catalyst types from USPTO. (1) Reactant: [C:1]([O:5][C:6]([N:8]1[CH2:13][CH:12]=[C:11](B2OC(C)(C)C(C)(C)O2)[CH2:10][CH2:9]1)=[O:7])([CH3:4])([CH3:3])[CH3:2].C(OC(N1CCC(=O)CC1)=O)(C)(C)C.C([O-])([O-])=O.[K+].[K+].[C:43]1([S:49]([N:52]2[C:56]3=[N:57][CH:58]=[CH:59][C:60](Cl)=[C:55]3[CH:54]=[CH:53]2)(=[O:51])=[O:50])[CH:48]=[CH:47][CH:46]=[CH:45][CH:44]=1. Product: [C:1]([O:5][C:6]([N:8]1[CH2:13][CH:12]=[C:11]([C:60]2[CH:59]=[CH:58][N:57]=[C:56]3[N:52]([S:49]([C:43]4[CH:44]=[CH:45][CH:46]=[CH:47][CH:48]=4)(=[O:50])=[O:51])[CH:53]=[CH:54][C:55]=23)[CH2:10][CH2:9]1)=[O:7])([CH3:2])([CH3:3])[CH3:4]. The catalyst class is: 3. (2) Reactant: [CH3:1][N:2]1[CH2:7][CH2:6][C:5]2[C:8]([CH2:11][OH:12])=[CH:9][S:10][C:4]=2[CH2:3]1.CC(OI1(OC(C)=O)(OC(C)=O)OC(=O)C2C=CC=CC1=2)=O.[OH-].[Na+]. Product: [CH3:1][N:2]1[CH2:7][CH2:6][C:5]2[C:8]([CH:11]=[O:12])=[CH:9][S:10][C:4]=2[CH2:3]1. The catalyst class is: 268.